From a dataset of Reaction yield outcomes from USPTO patents with 853,638 reactions. Predict the reaction yield, written as a fraction of the theoretical maximum amount of product (1.0 means a 100% yield; for example, 0.34 means a 34% yield). (1) The reactants are [Br:1][C:2]1[CH:3]=[C:4]2[C:9](=[CH:10][CH:11]=1)[O:8][C:7]([C:12](=O)[CH2:13]Br)=[CH:6][C:5]2=[O:16].[NH2:17][C:18]1[CH:23]=[N:22][C:21]([CH3:24])=[CH:20][N:19]=1. The catalyst is CCO. The product is [Br:1][C:2]1[CH:3]=[C:4]2[C:9](=[CH:10][CH:11]=1)[O:8][C:7]([C:12]1[N:17]=[C:18]3[CH:23]=[N:22][C:21]([CH3:24])=[CH:20][N:19]3[CH:13]=1)=[CH:6][C:5]2=[O:16]. The yield is 0.160. (2) The reactants are N12CCCN=C1CCCCC2.Cl.[NH2:13][CH2:14][C:15]1[CH:23]=[CH:22][CH:21]=[C:20]2[C:16]=1[CH2:17][N:18]([CH:25]1[CH2:30][CH2:29][C:28](=[O:31])[NH:27][C:26]1=[O:32])[C:19]2=[O:24].[Cl:33][C:34]1[CH:35]=[C:36]([CH:40]=[CH:41][CH:42]=1)[C:37](Cl)=[O:38]. The catalyst is C(#N)C. The product is [Cl:33][C:34]1[CH:35]=[C:36]([CH:40]=[CH:41][CH:42]=1)[C:37]([NH:13][CH2:14][C:15]1[CH:23]=[CH:22][CH:21]=[C:20]2[C:16]=1[CH2:17][N:18]([CH:25]1[CH2:30][CH2:29][C:28](=[O:31])[NH:27][C:26]1=[O:32])[C:19]2=[O:24])=[O:38]. The yield is 0.960. (3) The reactants are [C:1]([NH:13][NH2:14])(=[O:12])[C:2]1[C:3](=[CH:8][CH:9]=[CH:10][CH:11]=1)[C:4](NN)=[O:5].C([O-])([O-])=O.[K+].[K+].Br[CH2:22][C:23]1[N:33]([CH2:34][C:35]([CH3:38])([CH3:37])[CH3:36])[C:26]2[N:27]=[C:28]([C:31]#[N:32])[N:29]=[CH:30][C:25]=2[CH:24]=1. The catalyst is CN(C=O)C. The product is [CH3:36][C:35]([CH3:38])([CH3:37])[CH2:34][N:33]1[C:26]2[N:27]=[C:28]([C:31]#[N:32])[N:29]=[CH:30][C:25]=2[CH:24]=[C:23]1[CH2:22][N:14]1[NH:13][C:1](=[O:12])[C:2]2[C:3](=[CH:8][CH:9]=[CH:10][CH:11]=2)[C:4]1=[O:5]. The yield is 0.700. (4) The reactants are [F:1][C:2]1[CH:18]=[CH:17][C:16]([O:19][C:20]([F:23])([F:22])[F:21])=[CH:15][C:3]=1[C:4]([NH:6][C:7]1[CH:12]=[CH:11][N:10]=[C:9]([O:13]C)[CH:8]=1)=[O:5].[Si](I)(C)(C)C. The catalyst is C(#N)C. The product is [F:1][C:2]1[CH:18]=[CH:17][C:16]([O:19][C:20]([F:23])([F:21])[F:22])=[CH:15][C:3]=1[C:4]([NH:6][C:7]1[CH:12]=[CH:11][NH:10][C:9](=[O:13])[CH:8]=1)=[O:5]. The yield is 0.620. (5) The reactants are OO.C([C@@H]1COC(=O)N1[C:16](=[O:44])[C@H:17]([CH2:21][S:22]([N:25]1[CH2:30][CH2:29][N:28]([C:31]2[N:36]=[CH:35][C:34]([C:37]3[CH:42]=[CH:41][C:40]([F:43])=[CH:39][CH:38]=3)=[CH:33][N:32]=2)[CH2:27][CH2:26]1)(=[O:24])=[O:23])[CH:18]([CH3:20])[CH3:19])C1C=CC=CC=1.O.[OH-].[Li+].S([O-])([O-])=[O:49].[Na+].[Na+]. The catalyst is O1CCCC1.O.[OH-].[Na+]. The product is [F:43][C:40]1[CH:39]=[CH:38][C:37]([C:34]2[CH:35]=[N:36][C:31]([N:28]3[CH2:27][CH2:26][N:25]([S:22]([CH2:21][C@H:17]([CH:18]([CH3:19])[CH3:20])[C:16]([OH:49])=[O:44])(=[O:23])=[O:24])[CH2:30][CH2:29]3)=[N:32][CH:33]=2)=[CH:42][CH:41]=1. The yield is 0.740. (6) The reactants are C(O[C:4](=[O:30])[C@H:5]([O:7][C:8]1[CH:29]=[CH:28][C:11]2[C:12]3[N:16]([CH2:17][CH2:18][O:19][C:10]=2[CH:9]=1)[CH:15]=[C:14]([C:20]1[N:21]([CH:25]([CH3:27])[CH3:26])[N:22]=[CH:23][N:24]=1)[N:13]=3)[CH3:6])C.O.[OH-].[Li+].Cl.C[N:36](C(ON1N=NC2C=CC=NC1=2)=[N+](C)C)C.F[P-](F)(F)(F)(F)F.[Cl-].[NH4+].C(N(CC)CC)C. The catalyst is CO.O. The product is [CH:25]([N:21]1[C:20]([C:14]2[N:13]=[C:12]3[C:11]4[CH:28]=[CH:29][C:8]([O:7][C@H:5]([CH3:6])[C:4]([NH2:36])=[O:30])=[CH:9][C:10]=4[O:19][CH2:18][CH2:17][N:16]3[CH:15]=2)=[N:24][CH:23]=[N:22]1)([CH3:26])[CH3:27]. The yield is 0.260. (7) The reactants are [CH2:1]([O:8][C:9](=[O:19])[NH:10][CH2:11][CH2:12][CH2:13][CH2:14][CH2:15][CH2:16][CH2:17][NH2:18])[C:2]1[CH:7]=[CH:6][CH:5]=[CH:4][CH:3]=1.[C:20]1(=[O:27])[O:26][C:24](=[O:25])[CH2:23][O:22][CH2:21]1. The catalyst is C1COCC1. The product is [CH2:1]([O:8][C:9]([NH:10][CH2:11][CH2:12][CH2:13][CH2:14][CH2:15][CH2:16][CH2:17][NH:18][C:24]([CH2:23][O:22][CH2:21][C:20]([OH:27])=[O:26])=[O:25])=[O:19])[C:2]1[CH:7]=[CH:6][CH:5]=[CH:4][CH:3]=1. The yield is 0.850. (8) The reactants are [CH3:1][C:2]1[NH:11][C:10](=O)[C:9]2[CH2:8][CH2:7][CH2:6][C:5]([CH2:16][CH2:17][CH3:18])([CH2:13][CH2:14][CH3:15])[C:4]=2[N:3]=1.O=P(Cl)(Cl)[Cl:21]. No catalyst specified. The product is [Cl:21][C:10]1[C:9]2[CH2:8][CH2:7][CH2:6][C:5]([CH2:16][CH2:17][CH3:18])([CH2:13][CH2:14][CH3:15])[C:4]=2[N:3]=[C:2]([CH3:1])[N:11]=1. The yield is 0.870. (9) The reactants are [C:1]([OH:7])([C:3]([F:6])([F:5])[F:4])=[O:2].C(OC(=O)[NH:14][CH2:15][C:16](=[O:35])[N:17]1[CH2:22][CH2:21][N:20]([C:23](=[O:34])[C:24]2[CH:29]=[CH:28][CH:27]=[CH:26][C:25]=2[C:30]([F:33])([F:32])[F:31])[CH2:19][CH2:18]1)(C)(C)C. The catalyst is C(Cl)Cl. The product is [OH:7][C:1]([C:3]([F:6])([F:5])[F:4])=[O:2].[NH2:14][CH2:15][C:16]([N:17]1[CH2:18][CH2:19][N:20]([C:23](=[O:34])[C:24]2[CH:29]=[CH:28][CH:27]=[CH:26][C:25]=2[C:30]([F:33])([F:31])[F:32])[CH2:21][CH2:22]1)=[O:35]. The yield is 0.848. (10) The reactants are [C:1]([O:5][C:6](=[O:24])[NH:7][S:8](=[O:23])(=[O:22])[NH:9][C@@H:10]1[CH2:15][C@@H:14]([C:16](=[O:20])[N:17]([CH3:19])[CH3:18])[CH2:13][CH2:12][C@H:11]1[OH:21])([CH3:4])([CH3:3])[CH3:2].[CH3:25][S:26](Cl)(=[O:28])=[O:27].CN1CCOCC1.Cl. The catalyst is C(#N)C.O. The product is [CH3:25][S:26]([O:21][C@@H:11]1[CH2:12][CH2:13][C@H:14]([C:16](=[O:20])[N:17]([CH3:19])[CH3:18])[CH2:15][C@H:10]1[NH:9][S:8](=[O:23])(=[O:22])[NH:7][C:6]([O:5][C:1]([CH3:4])([CH3:2])[CH3:3])=[O:24])(=[O:28])=[O:27]. The yield is 0.890.